Dataset: Peptide-MHC class I binding affinity with 185,985 pairs from IEDB/IMGT. Task: Regression. Given a peptide amino acid sequence and an MHC pseudo amino acid sequence, predict their binding affinity value. This is MHC class I binding data. (1) The peptide sequence is KLPRMFLPK. The MHC is HLA-A31:01 with pseudo-sequence HLA-A31:01. The binding affinity (normalized) is 0.561. (2) The peptide sequence is LPEYNDGLL. The MHC is H-2-Ld with pseudo-sequence H-2-Ld. The binding affinity (normalized) is 0. (3) The peptide sequence is WLGGILPWT. The MHC is HLA-A02:01 with pseudo-sequence HLA-A02:01. The binding affinity (normalized) is 0.352. (4) The peptide sequence is PFLTKVCQEV. The MHC is H-2-Kd with pseudo-sequence H-2-Kd. The binding affinity (normalized) is 0. (5) The MHC is HLA-B53:01 with pseudo-sequence HLA-B53:01. The binding affinity (normalized) is 0.213. The peptide sequence is RYFTVAFLF. (6) The peptide sequence is IRSAEVVSR. The MHC is HLA-A02:03 with pseudo-sequence HLA-A02:03. The binding affinity (normalized) is 0.0847.